Task: Predict which catalyst facilitates the given reaction.. Dataset: Catalyst prediction with 721,799 reactions and 888 catalyst types from USPTO (1) Reactant: C([Li])CCC.C(NC(C)C)(C)C.[F:13][C:14]1[CH:15]=[N:16][CH:17]=[C:18]([F:20])[CH:19]=1.[CH2:21]([Sn:25](Cl)([CH2:30][CH2:31][CH2:32][CH3:33])[CH2:26][CH2:27][CH2:28][CH3:29])[CH2:22][CH2:23][CH3:24]. Product: [F:13][C:14]1[CH:15]=[N:16][CH:17]=[C:18]([F:20])[C:19]=1[Sn:25]([CH2:26][CH2:27][CH2:28][CH3:29])([CH2:30][CH2:31][CH2:32][CH3:33])[CH2:21][CH2:22][CH2:23][CH3:24]. The catalyst class is: 20. (2) Reactant: Cl[C:2]1[CH:7]=[CH:6][N:5]=[C:4]([S:8][CH2:9][CH2:10][CH3:11])[N:3]=1.[NH2:12][NH2:13].C(=O)([O-])[O-].[K+].[K+]. Product: [CH2:9]([S:8][C:4]1[N:3]=[C:2]([NH:12][NH2:13])[CH:7]=[CH:6][N:5]=1)[CH2:10][CH3:11]. The catalyst class is: 8. (3) Reactant: Cl[CH2:2][C:3]1[CH:4]=[CH:5][C:6]([C:9]([F:12])([F:11])[F:10])=[N:7][CH:8]=1.[C-:13]#[N:14].[K+]. Product: [F:10][C:9]([F:12])([F:11])[C:6]1[N:7]=[CH:8][C:3]([CH2:2][C:13]#[N:14])=[CH:4][CH:5]=1. The catalyst class is: 40. (4) Reactant: [CH2:1]([O:8][C:9]1[CH:10]=[C:11]([CH:20]([OH:27])[C:21]2[CH:26]=[CH:25][N:24]=[CH:23][CH:22]=2)[CH:12]=[C:13]2[C:18]=1[N:17]=[CH:16][NH:15][C:14]2=[O:19])[C:2]1[CH:7]=[CH:6][CH:5]=[CH:4][CH:3]=1. Product: [CH2:1]([O:8][C:9]1[CH:10]=[C:11]([C:20](=[O:27])[C:21]2[CH:22]=[CH:23][N:24]=[CH:25][CH:26]=2)[CH:12]=[C:13]2[C:18]=1[N:17]=[CH:16][NH:15][C:14]2=[O:19])[C:2]1[CH:7]=[CH:6][CH:5]=[CH:4][CH:3]=1. The catalyst class is: 742. (5) Reactant: B(Br)(Br)Br.C[O:6][C:7]1[CH:12]=[CH:11][C:10]([CH3:13])=[CH:9][C:8]=1[C:14]1[N:23]=[C:22]([NH:24][C@H:25]2[CH2:29][CH2:28][N:27](C(OC(C)(C)C)=O)[CH2:26]2)[C:21]2[C:16](=[CH:17][CH:18]=[CH:19][CH:20]=2)[N:15]=1. Product: [CH3:13][C:10]1[CH:11]=[CH:12][C:7]([OH:6])=[C:8]([C:14]2[N:23]=[C:22]([NH:24][C@H:25]3[CH2:29][CH2:28][NH:27][CH2:26]3)[C:21]3[C:16](=[CH:17][CH:18]=[CH:19][CH:20]=3)[N:15]=2)[CH:9]=1. The catalyst class is: 4. (6) Reactant: [CH3:1][C@H:2]1[CH2:7][N:6]([CH2:8][C:9]2[CH:14]=[CH:13][C:12]([N:15]3[CH2:20][CH2:19][O:18][CH2:17][CH2:16]3)=[CH:11][C:10]=2[C:21]([F:24])([F:23])[F:22])[CH2:5][CH2:4][N:3]1C(OC(C)(C)C)=O.FC(F)(F)C(O)=O. Product: [CH3:1][C@@H:2]1[NH:3][CH2:4][CH2:5][N:6]([CH2:8][C:9]2[CH:14]=[CH:13][C:12]([N:15]3[CH2:20][CH2:19][O:18][CH2:17][CH2:16]3)=[CH:11][C:10]=2[C:21]([F:24])([F:22])[F:23])[CH2:7]1. The catalyst class is: 4. (7) Reactant: Cl.[Si]([O:9][CH2:10]/[C:11](/[CH3:43])=[CH:12]\[C:13]1[CH:18]=[C:17]([F:19])[CH:16]=[CH:15][C:14]=1[S:20]([N:23]([C:28]1[C:37]([C:38]([O:40][CH3:41])=[O:39])=[C:36]2[C:31]([CH:32]3[CH2:42][CH:33]3[CH2:34][O:35]2)=[CH:30][CH:29]=1)[C:24]([O:26][CH3:27])=[O:25])(=[O:22])=[O:21])(C(C)(C)C)(C)C. Product: [F:19][C:17]1[CH:16]=[CH:15][C:14]([S:20]([N:23]([C:28]2[C:37]([C:38]([O:40][CH3:41])=[O:39])=[C:36]3[C:31]([CH:32]4[CH2:42][CH:33]4[CH2:34][O:35]3)=[CH:30][CH:29]=2)[C:24]([O:26][CH3:27])=[O:25])(=[O:22])=[O:21])=[C:13](/[CH:12]=[C:11](/[CH3:43])\[CH2:10][OH:9])[CH:18]=1. The catalyst class is: 5.